This data is from Forward reaction prediction with 1.9M reactions from USPTO patents (1976-2016). The task is: Predict the product of the given reaction. (1) The product is: [OH:18][NH:17][C:1]([N:3]1[CH2:4][CH2:5][N:6]([C:9]([O:11][C:12]([CH3:15])([CH3:14])[CH3:13])=[O:10])[CH2:7][CH2:8]1)=[NH:2]. Given the reactants [C:1]([N:3]1[CH2:8][CH2:7][N:6]([C:9]([O:11][C:12]([CH3:15])([CH3:14])[CH3:13])=[O:10])[CH2:5][CH2:4]1)#[N:2].Cl.[NH2:17][OH:18].C(N(CC)CC)C, predict the reaction product. (2) Given the reactants C[O:2][C:3](=[O:45])[CH2:4][C@H:5]([OH:44])[CH2:6][C@H:7]([OH:43])[CH2:8][CH2:9][C:10]1[N:11]([CH:40]([CH3:42])[CH3:41])[C:12]([C:28](=[O:39])[NH:29][CH2:30][C:31]2[CH:36]=[CH:35][C:34]([C:37]#[N:38])=[CH:33][CH:32]=2)=[C:13]([C:22]2[CH:27]=[CH:26][CH:25]=[CH:24][CH:23]=2)[C:14]=1[C:15]1[CH:20]=[CH:19][C:18]([F:21])=[CH:17][CH:16]=1.C(O)C.O.[OH-].[Na+:51], predict the reaction product. The product is: [Na+:51].[C:37]([C:34]1[CH:35]=[CH:36][C:31]([CH2:30][NH:29][C:28]([C:12]2[N:11]([CH:40]([CH3:42])[CH3:41])[C:10]([CH2:9][CH2:8][C@@H:7]([OH:43])[CH2:6][C@@H:5]([OH:44])[CH2:4][C:3]([O-:45])=[O:2])=[C:14]([C:15]3[CH:20]=[CH:19][C:18]([F:21])=[CH:17][CH:16]=3)[C:13]=2[C:22]2[CH:27]=[CH:26][CH:25]=[CH:24][CH:23]=2)=[O:39])=[CH:32][CH:33]=1)#[N:38]. (3) The product is: [Cl:16][C:17]1[CH:18]=[CH:19][C:20]([CH3:25])=[C:21]([CH:24]=1)[CH2:22][NH:23][C:9](=[O:10])[O:11][C:12]([CH3:13])([CH3:14])[CH3:15]. Given the reactants [CH3:13][C:12]([O:11][C:9](O[C:9]([O:11][C:12]([CH3:15])([CH3:14])[CH3:13])=[O:10])=[O:10])([CH3:15])[CH3:14].[Cl:16][C:17]1[CH:18]=[CH:19][C:20]([CH3:25])=[C:21]([CH:24]=1)[CH2:22][NH2:23], predict the reaction product. (4) The product is: [N+:1]([C:4]1[CH:9]=[CH:8][C:7]([CH:10]([O:16][C:17](=[O:18])[CH3:19])[O:28][C:26](=[O:27])[CH3:25])=[C:6]([O:11][CH3:12])[CH:5]=1)([O-:3])=[O:2]. Given the reactants [N+:1]([C:4]1[CH:9]=[CH:8][C:7]([CH3:10])=[C:6]([O:11][CH3:12])[CH:5]=1)([O-:3])=[O:2].CC([O:16][C:17]([CH3:19])=[O:18])=O.OS(O)(=O)=O.[CH3:25][C:26]([OH:28])=[O:27], predict the reaction product. (5) The product is: [OH:17][C@@H:12]1[C@@H:13]([OH:16])[CH2:14][CH2:15][N:10]([C:2]2[CH:3]=[CH:4][C:5]([CH:8]=[O:9])=[N:6][CH:7]=2)[CH2:11]1. Given the reactants F[C:2]1[CH:3]=[CH:4][C:5]([CH:8]=[O:9])=[N:6][CH:7]=1.[NH:10]1[CH2:15][CH2:14][C@H:13]([OH:16])[C@@H:12]([OH:17])[CH2:11]1.C(=O)([O-])[O-].[K+].[K+], predict the reaction product. (6) Given the reactants Cl.[NH2:2][C@@H:3]1[CH2:8][CH2:7][CH2:6][CH2:5][C@H:4]1[CH2:9][OH:10].C(N(CC)CC)C.[Cl:18][C:19]1[CH:24]=[CH:23][C:22]([S:25](Cl)(=[O:27])=[O:26])=[CH:21][CH:20]=1, predict the reaction product. The product is: [Cl:18][C:19]1[CH:24]=[CH:23][C:22]([S:25]([NH:2][C@@H:3]2[CH2:8][CH2:7][CH2:6][CH2:5][C@H:4]2[CH2:9][OH:10])(=[O:27])=[O:26])=[CH:21][CH:20]=1. (7) Given the reactants [Cl:1][C:2]1[CH:3]=[C:4]([NH:8][C:9]2[N:14]=[C:13]([CH:15]([N:17]([CH3:19])[CH3:18])[CH3:16])[C:12]([C:20]([O:22]CC)=[O:21])=[CH:11][N:10]=2)[CH:5]=[CH:6][CH:7]=1.[OH-].[K+], predict the reaction product. The product is: [ClH:1].[Cl:1][C:2]1[CH:3]=[C:4]([NH:8][C:9]2[N:14]=[C:13]([CH:15]([N:17]([CH3:19])[CH3:18])[CH3:16])[C:12]([C:20]([OH:22])=[O:21])=[CH:11][N:10]=2)[CH:5]=[CH:6][CH:7]=1.